From a dataset of Catalyst prediction with 721,799 reactions and 888 catalyst types from USPTO. Predict which catalyst facilitates the given reaction. (1) Product: [OH:2][C:3]1[CH:4]=[C:5]2[C:9](=[CH:10][C:11]=1[OH:12])[C:8](=[O:14])[CH2:7][CH2:6]2. Reactant: C[O:2][C:3]1[CH:4]=[C:5]2[C:9](=[CH:10][C:11]=1[O:12]C)[C:8](=[O:14])[CH2:7][CH2:6]2.B(Br)(Br)Br. The catalyst class is: 2. (2) Product: [CH3:36][C:34]1[CH:35]=[C:26]([NH:25][C:24]([C:21]2[C:19]3[N:20]=[C:15]([NH:14][C@@H:9]4[CH2:10][CH2:11][CH2:12][CH2:13][C@@H:8]4[NH2:7])[N:16]=[CH:17][C:18]=3[S:23][CH:22]=2)=[O:37])[CH:27]=[C:28]2[C:33]=1[N:32]=[CH:31][CH:30]=[CH:29]2. Reactant: C(OC(=O)[NH:7][C@H:8]1[CH2:13][CH2:12][CH2:11][CH2:10][C@H:9]1[NH:14][C:15]1[N:16]=[CH:17][C:18]2[S:23][CH:22]=[C:21]([C:24](=[O:37])[NH:25][C:26]3[CH:27]=[C:28]4[C:33](=[C:34]([CH3:36])[CH:35]=3)[N:32]=[CH:31][CH:30]=[CH:29]4)[C:19]=2[N:20]=1)(C)(C)C. The catalyst class is: 631. (3) Reactant: [ClH:1].[CH3:2][O:3][C:4]1[C:5]([O:16][CH2:17][CH2:18][CH2:19][N:20]2[CH2:24][CH2:23][CH2:22][CH2:21]2)=[CH:6][C:7]([N+:13]([O-])=O)=[C:8]([CH:12]=1)[C:9]([NH2:11])=[O:10]. Product: [ClH:1].[NH2:13][C:7]1[CH:6]=[C:5]([O:16][CH2:17][CH2:18][CH2:19][N:20]2[CH2:24][CH2:23][CH2:22][CH2:21]2)[C:4]([O:3][CH3:2])=[CH:12][C:8]=1[C:9]([NH2:11])=[O:10]. The catalyst class is: 415. (4) Reactant: [Br:1][C:2]1[CH:3]=[CH:4][C:5]([F:9])=[C:6]([OH:8])[CH:7]=1.[CH3:10][N:11]([CH3:15])[CH2:12][CH2:13]Cl.C([O-])([O-])=O.[K+].[K+].C([O-])(O)=O.[Na+]. Product: [Br:1][C:2]1[CH:3]=[CH:4][C:5]([F:9])=[C:6]([CH:7]=1)[O:8][CH2:13][CH2:12][N:11]([CH3:15])[CH3:10]. The catalyst class is: 372. (5) Reactant: [Cl:1][C:2]1[CH:3]=[C:4]([NH:22][C:23](=[O:28])[CH2:24][C:25]([OH:27])=[O:26])[CH:5]=[C:6]([CH3:21])[C:7]=1[O:8][C:9]1[CH:10]=[C:11]2[C:15](=[CH:16][CH:17]=1)[NH:14][CH:13]=[C:12]2[CH:18]([CH3:20])[CH3:19].[OH-].[K+:30]. Product: [Cl:1][C:2]1[CH:3]=[C:4]([NH:22][C:23](=[O:28])[CH2:24][C:25]([O-:27])=[O:26])[CH:5]=[C:6]([CH3:21])[C:7]=1[O:8][C:9]1[CH:10]=[C:11]2[C:15](=[CH:16][CH:17]=1)[NH:14][CH:13]=[C:12]2[CH:18]([CH3:19])[CH3:20].[K+:30]. The catalyst class is: 1. (6) Reactant: [C:1]([O:5][C:6]([NH:8][C@H:9]1[CH2:13][CH2:12][N:11]([CH:14]2[CH2:19][CH2:18][N:17](C(OCC3C=CC=CC=3)=O)[CH2:16][CH2:15]2)[C:10]1=[O:30])=[O:7])([CH3:4])([CH3:3])[CH3:2].[H][H]. Product: [O:30]=[C:10]1[C@@H:9]([NH:8][C:6](=[O:7])[O:5][C:1]([CH3:4])([CH3:3])[CH3:2])[CH2:13][CH2:12][N:11]1[CH:14]1[CH2:15][CH2:16][NH:17][CH2:18][CH2:19]1. The catalyst class is: 19. (7) Reactant: [CH3:1][O:2][C:3]1[CH:12]=[C:11]2[C:6]([C:7]([CH3:20])=[CH:8][C:9]([NH:13][C@H:14]3[CH2:18][CH2:17][C@H:16]([NH2:19])[CH2:15]3)=[N:10]2)=[CH:5][CH:4]=1.[F:21][C:22]([F:37])([F:36])[C:23]1[CH:28]=[CH:27][C:26]([N:29]2[CH:33]=[CH:32][C:31]([CH:34]=O)=[CH:30]2)=[CH:25][CH:24]=1. Product: [CH3:1][O:2][C:3]1[CH:12]=[C:11]2[C:6]([C:7]([CH3:20])=[CH:8][C:9]([NH:13][C@H:14]3[CH2:18][CH2:17][C@H:16]([NH:19][CH2:34][C:31]4[CH:32]=[CH:33][N:29]([C:26]5[CH:27]=[CH:28][C:23]([C:22]([F:37])([F:21])[F:36])=[CH:24][CH:25]=5)[CH:30]=4)[CH2:15]3)=[N:10]2)=[CH:5][CH:4]=1. The catalyst class is: 2. (8) Reactant: C(OC(=O)[NH:7][C:8]1[CH:13]=[C:12]([N:14]2[CH2:18][CH2:17][CH2:16][CH2:15]2)[C:11]([C:19]#[N:20])=[CH:10][C:9]=1[NH:21][C:22](=[O:45])[CH2:23][C:24](=O)[C:25]1[CH:30]=[CH:29][CH:28]=[C:27]([N:31]2[C:35]([CH2:36][O:37]C3CCCCO3)=[CH:34][N:33]=[N:32]2)[CH:26]=1)(C)(C)C.C(O)(C(F)(F)F)=O. Product: [OH:37][CH2:36][C:35]1[N:31]([C:27]2[CH:26]=[C:25]([C:24]3[CH2:23][C:22](=[O:45])[NH:21][C:9]4[CH:10]=[C:11]([C:19]#[N:20])[C:12]([N:14]5[CH2:18][CH2:17][CH2:16][CH2:15]5)=[CH:13][C:8]=4[N:7]=3)[CH:30]=[CH:29][CH:28]=2)[N:32]=[N:33][CH:34]=1. The catalyst class is: 2.